Dataset: Reaction yield outcomes from USPTO patents with 853,638 reactions. Task: Predict the reaction yield, written as a fraction of the theoretical maximum amount of product (1.0 means a 100% yield; for example, 0.34 means a 34% yield). (1) The reactants are [F:1][C:2]1[CH:3]=C(NC(NC(=O)CC2C=CC(F)=CC=2)=S)[CH:5]=[CH:6][C:7]=1[O:8][C:9]1[C:14]2=[C:15]([CH3:18])[CH:16]=[CH:17][N:13]2[N:12]=[CH:11][N:10]=1.[F:33][C:34]1[CH:35]=C(NC(NC(=O)CC2C=[CH:39][C:34]([F:33])=[CH:35]C=2)=S)C=C[C:39]=1OC1C2=C(C)C(OC)=CN2N=CN=1.C([N:70]([CH:73]([CH3:75])[CH3:74])[CH2:71][CH3:72])(C)C.[B-](F)(F)(F)F.CN(C([O:88]N1N=NC2C1=CC=CC=2)=[N+](C)C)C.C[N:99]([CH:101]=[O:102])[CH3:100]. No catalyst specified. The product is [F:1][C:2]1[CH:3]=[C:100]([NH:99][C:101](=[O:102])[CH2:72][C:71]([NH:70][C:73]2[CH:74]=[CH:35][C:34]([F:33])=[CH:39][CH:75]=2)=[O:88])[CH:5]=[CH:6][C:7]=1[O:8][C:9]1[C:14]2=[C:15]([CH3:18])[CH:16]=[CH:17][N:13]2[N:12]=[CH:11][N:10]=1. The yield is 0.750. (2) The reactants are [H-].[Na+].[NH:3]1[C:11]2[C:6](=[CH:7][CH:8]=[CH:9][CH:10]=2)[CH2:5][CH2:4]1.I[CH2:13][CH3:14]. The catalyst is O1CCCC1. The product is [CH2:13]([N:3]1[C:11]2[C:6](=[CH:7][CH:8]=[CH:9][CH:10]=2)[CH2:5][CH2:4]1)[CH3:14]. The yield is 0.780. (3) The reactants are [N:1]1[C:2]2[N:3]([C:14]3[CH:20]=[CH:19][CH:18]=[CH:17][C:15]=3[N:16]=2)[CH:4]=[CH:5][C:6]=1[C:7]1[CH:8]=[CH:9][C:10]([OH:13])=[N:11][CH:12]=1.CC1C=CC(S(O[CH2:32][CH2:33][CH2:34][F:35])(=O)=O)=CC=1.C([O-])([O-])=O.[Cs+].[Cs+]. The catalyst is CN1C(=O)CCC1.CCOC(C)=O. The product is [F:35][CH2:34][CH2:33][CH2:32][O:13][C:10]1[N:11]=[CH:12][C:7]([C:6]2[CH:5]=[CH:4][N:3]3[C:14]4[CH:20]=[CH:19][CH:18]=[CH:17][C:15]=4[N:16]=[C:2]3[N:1]=2)=[CH:8][CH:9]=1. The yield is 0.310. (4) The reactants are [Cl:1][C:2]1[N:7]=[CH:6][N:5]=[C:4]([NH2:8])[CH:3]=1.[C:9](OC(=O)C)(=[O:11])[CH3:10]. No catalyst specified. The product is [Cl:1][C:2]1[N:7]=[CH:6][N:5]=[C:4]([NH:8][C:9](=[O:11])[CH3:10])[CH:3]=1. The yield is 0.980. (5) The reactants are [CH3:1][O:2][CH:3]1[CH2:10][CH:9]2[CH:5]([CH2:6][CH:7]([N:11]=[N+]=[N-])[CH2:8]2)[CH2:4]1. The catalyst is CO.[Pd]. The product is [CH3:1][O:2][CH:3]1[CH2:10][CH:9]2[CH:5]([CH2:6][CH:7]([NH2:11])[CH2:8]2)[CH2:4]1. The yield is 0.922. (6) The reactants are [CH2:1]([O:8][C:9]1[CH:48]=[CH:47][C:12]([CH2:13][C@H:14]([NH:35][C:36](=[O:46])[O:37][C@H:38]2[C@H:45]3[C@H:41]([O:42][CH2:43][CH2:44]3)[O:40][CH2:39]2)[C@H:15]([OH:34])[CH2:16][N:17]([CH2:30][CH:31]([CH3:33])[CH3:32])[S:18]([C:21]2[CH:26]=[CH:25][C:24]([N+:27]([O-])=O)=[CH:23][CH:22]=2)(=[O:20])=[O:19])=[CH:11][CH:10]=1)[C:2]1[CH:7]=[CH:6][CH:5]=[CH:4][CH:3]=1.[H][H]. The catalyst is C(O)C.[Pt]. The product is [NH2:27][C:24]1[CH:23]=[CH:22][C:21]([S:18]([N:17]([CH2:30][CH:31]([CH3:33])[CH3:32])[CH2:16][C@@H:15]([OH:34])[C@@H:14]([NH:35][C:36](=[O:46])[O:37][C@H:38]2[C@H:45]3[C@H:41]([O:42][CH2:43][CH2:44]3)[O:40][CH2:39]2)[CH2:13][C:12]2[CH:11]=[CH:10][C:9]([O:8][CH2:1][C:2]3[CH:7]=[CH:6][CH:5]=[CH:4][CH:3]=3)=[CH:48][CH:47]=2)(=[O:19])=[O:20])=[CH:26][CH:25]=1. The yield is 0.520. (7) The reactants are C(OC([N:8]1[CH2:13][CH2:12][C:11]([OH:37])([C:14]2[N:15](COCC[Si](C)(C)C)[CH:16]=[C:17]([C:19]3[CH:24]=[CH:23][CH:22]=[C:21]([C:25]([F:28])([F:27])[F:26])[CH:20]=3)[N:18]=2)[CH2:10][CH2:9]1)=O)(C)(C)C.C(O)C.Cl. No catalyst specified. The product is [F:27][C:25]([F:26])([F:28])[C:21]1[CH:20]=[C:19]([C:17]2[N:18]=[C:14]([C:11]3([OH:37])[CH2:10][CH2:9][NH:8][CH2:13][CH2:12]3)[NH:15][CH:16]=2)[CH:24]=[CH:23][CH:22]=1. The yield is 0.996. (8) The reactants are [CH:1]1([CH2:4][C:5]([OH:7])=O)[CH2:3][CH2:2]1.C(Cl)Cl.C(N1C=CN=C1)(N1C=CN=C1)=O.Cl.[CH3:24][NH:25][O:26][CH3:27]. The catalyst is CCOCC. The product is [CH:1]1([CH2:4][C:5]([N:25]([O:26][CH3:27])[CH3:24])=[O:7])[CH2:3][CH2:2]1. The yield is 0.843. (9) The reactants are [CH2:1]([O:3][C:4](=[O:15])[C:5]#[C:6][C:7]1[CH:12]=[CH:11][C:10]([O:13][CH3:14])=[CH:9][CH:8]=1)[CH3:2].[C:16]([O:20][C:21]([N:23]1[C:32]2[C:27](=[CH:28][CH:29]=[C:30]([CH2:33][CH2:34][O:35][C:36]3[CH:37]=[C:38]4[C:42](=[CH:43][CH:44]=3)[NH:41][CH:40]=[CH:39]4)[N:31]=2)[CH2:26][CH2:25][CH2:24]1)=[O:22])([CH3:19])([CH3:18])[CH3:17]. No catalyst specified. The product is [C:16]([O:20][C:21]([N:23]1[C:32]2[C:27](=[CH:28][CH:29]=[C:30]([CH2:33][CH2:34][O:35][C:36]3[CH:37]=[C:38]4[C:42](=[CH:43][CH:44]=3)[N:41]([C:6]([C:7]3[CH:8]=[CH:9][C:10]([O:13][CH3:14])=[CH:11][CH:12]=3)=[CH:5][C:4]([O:3][CH2:1][CH3:2])=[O:15])[CH:40]=[CH:39]4)[N:31]=2)[CH2:26][CH2:25][CH2:24]1)=[O:22])([CH3:19])([CH3:17])[CH3:18]. The yield is 0.880. (10) The reactants are [Cl:1][C:2]1[CH:24]=[CH:23][C:5]([CH2:6][N:7]2[CH:12]=[C:11]([C:13]3[CH:18]=[CH:17][C:16]([C:19](=[O:21])[CH3:20])=[CH:15][CH:14]=3)[CH:10]=[CH:9][C:8]2=[O:22])=[CH:4][CH:3]=1.[CH3:25][Mg]Br. The catalyst is C1COCC1. The product is [Cl:1][C:2]1[CH:3]=[CH:4][C:5]([CH2:6][N:7]2[CH:12]=[C:11]([C:13]3[CH:18]=[CH:17][C:16]([C:19]([OH:21])([CH3:25])[CH3:20])=[CH:15][CH:14]=3)[CH:10]=[CH:9][C:8]2=[O:22])=[CH:23][CH:24]=1. The yield is 0.360.